From a dataset of Merck oncology drug combination screen with 23,052 pairs across 39 cell lines. Regression. Given two drug SMILES strings and cell line genomic features, predict the synergy score measuring deviation from expected non-interaction effect. (1) Drug 1: CCN(CC)CCNC(=O)c1c(C)[nH]c(C=C2C(=O)Nc3ccc(F)cc32)c1C. Drug 2: Cn1c(=O)n(-c2ccc(C(C)(C)C#N)cc2)c2c3cc(-c4cnc5ccccc5c4)ccc3ncc21. Cell line: LNCAP. Synergy scores: synergy=53.2. (2) Synergy scores: synergy=-7.63. Drug 2: O=C(NOCC(O)CO)c1ccc(F)c(F)c1Nc1ccc(I)cc1F. Drug 1: CCC1(O)CC2CN(CCc3c([nH]c4ccccc34)C(C(=O)OC)(c3cc4c(cc3OC)N(C)C3C(O)(C(=O)OC)C(OC(C)=O)C5(CC)C=CCN6CCC43C65)C2)C1. Cell line: NCIH23. (3) Synergy scores: synergy=21.3. Drug 2: C#Cc1cccc(Nc2ncnc3cc(OCCOC)c(OCCOC)cc23)c1. Drug 1: CCC1=CC2CN(C1)Cc1c([nH]c3ccccc13)C(C(=O)OC)(c1cc3c(cc1OC)N(C)C1C(O)(C(=O)OC)C(OC(C)=O)C4(CC)C=CCN5CCC31C54)C2. Cell line: UWB1289BRCA1.